This data is from Reaction yield outcomes from USPTO patents with 853,638 reactions. The task is: Predict the reaction yield, written as a fraction of the theoretical maximum amount of product (1.0 means a 100% yield; for example, 0.34 means a 34% yield). The reactants are [CH3:1][O:2][C:3]1[CH:8]=[CH:7][C:6]([CH2:9][N:10]2[C:15](=[O:16])[CH:14]=[C:13](/[CH:17]=[CH:18]/[C:19]([O:21][CH2:22][CH2:23][CH2:24][CH3:25])=[O:20])[C:12]([O:26]CC3C=CC(OC)=CC=3)=[N:11]2)=[CH:5][CH:4]=1.O1CCOCC1. The catalyst is C(O)C.[Pd]. The product is [CH3:1][O:2][C:3]1[CH:8]=[CH:7][C:6]([CH2:9][N:10]2[C:15](=[O:16])[CH:14]=[C:13]([CH2:17][CH2:18][C:19]([O:21][CH2:22][CH2:23][CH2:24][CH3:25])=[O:20])[C:12](=[O:26])[NH:11]2)=[CH:5][CH:4]=1. The yield is 0.980.